Task: Predict which catalyst facilitates the given reaction.. Dataset: Catalyst prediction with 721,799 reactions and 888 catalyst types from USPTO (1) Reactant: [CH:1]([C:4]1[CH:5]=[C:6]([CH3:11])[C:7]([NH2:10])=[N:8][CH:9]=1)([CH3:3])[CH3:2].[F:12][C:13]1[CH:18]=[CH:17][C:16]([S:19](Cl)(=[O:21])=[O:20])=[CH:15][CH:14]=1. Product: [F:12][C:13]1[CH:18]=[CH:17][C:16]([S:19]([NH:10][C:7]2[C:6]([CH3:11])=[CH:5][C:4]([CH:1]([CH3:3])[CH3:2])=[CH:9][N:8]=2)(=[O:21])=[O:20])=[CH:15][CH:14]=1. The catalyst class is: 17. (2) Reactant: [F:1][C:2]1[CH:7]=[C:6]([F:8])[CH:5]=[CH:4][C:3]=1[C@@H:9]1[CH2:13][NH:12][CH2:11][CH:10]1[C:14]#[N:15].[C:16](O[C:16]([O:18][C:19]([CH3:22])([CH3:21])[CH3:20])=[O:17])([O:18][C:19]([CH3:22])([CH3:21])[CH3:20])=[O:17]. Product: [C:16]([N:12]1[CH2:13][C@@H:9]([C:3]2[CH:4]=[CH:5][C:6]([F:8])=[CH:7][C:2]=2[F:1])[CH:10]([C:14]#[N:15])[CH2:11]1)([O:18][C:19]([CH3:22])([CH3:21])[CH3:20])=[O:17]. The catalyst class is: 79. (3) Reactant: [NH:1]1[CH:5]=[N:4][CH:3]=[N:2]1.[H-].[Na+].Cl[C:9]1[CH:30]=[CH:29][C:12]([C:13]([NH:15][C:16]2[CH:21]=[CH:20][C:19]([Cl:22])=[C:18]([C:23]3[CH:28]=[CH:27][CH:26]=[CH:25][N:24]=3)[CH:17]=2)=[O:14])=[C:11]([CH3:31])[N:10]=1. Product: [Cl:22][C:19]1[CH:20]=[CH:21][C:16]([NH:15][C:13](=[O:14])[C:12]2[CH:29]=[CH:30][C:9]([N:1]3[CH:5]=[N:4][CH:3]=[N:2]3)=[N:10][C:11]=2[CH3:31])=[CH:17][C:18]=1[C:23]1[CH:28]=[CH:27][CH:26]=[CH:25][N:24]=1. The catalyst class is: 3. (4) Reactant: [CH3:1][N:2]([CH3:29])[C:3]([CH2:5][N:6]1[C:12]2[CH:13]=[C:14]([N+:19]([O-])=O)[C:15]([O:17][CH3:18])=[CH:16][C:11]=2[CH2:10][N:9]([CH2:22][C:23]([N:25]([CH3:27])[CH3:26])=[O:24])[CH2:8][C:7]1=[O:28])=[O:4]. Product: [NH2:19][C:14]1[C:15]([O:17][CH3:18])=[CH:16][C:11]2[CH2:10][N:9]([CH2:22][C:23]([N:25]([CH3:27])[CH3:26])=[O:24])[CH2:8][C:7](=[O:28])[N:6]([CH2:5][C:3](=[O:4])[N:2]([CH3:1])[CH3:29])[C:12]=2[CH:13]=1. The catalyst class is: 604. (5) Reactant: CC([CH:5]1[CH2:10][N:9]([CH2:11][C:12]2[CH:17]=[CH:16][C:15]([C:18]3[CH:19]=[C:20]4[C:25](=[CH:26][CH:27]=3)[N:24]([C:28](=[O:30])[CH3:29])[C@@H:23]([CH3:31])[CH2:22][C@H:21]4[NH:32][C:33]([O:35][CH:36]([CH3:38])[CH3:37])=[O:34])=[CH:14][CH:13]=2)[CH2:8][CH2:7][N:6]1C([O-])=O)(C)C.[ClH:42]. Product: [ClH:42].[ClH:42].[C:28]([N:24]1[C:25]2[C:20](=[CH:19][C:18]([C:15]3[CH:16]=[CH:17][C:12]([CH2:11][N:9]4[CH2:8][CH2:7][NH:6][CH2:5][CH2:10]4)=[CH:13][CH:14]=3)=[CH:27][CH:26]=2)[C@H:21]([NH:32][C:33](=[O:34])[O:35][CH:36]([CH3:37])[CH3:38])[CH2:22][C@@H:23]1[CH3:31])(=[O:30])[CH3:29]. The catalyst class is: 5. (6) Reactant: S(Cl)(Cl)=O.[C:5]1([C:11]2[CH:15]=[CH:14][O:13][C:12]=2C(O)=O)[CH:10]=[CH:9][CH:8]=[CH:7][CH:6]=1.[N-:19]=[N+]=[N-].[Na+].C([O:25][CH2:26]C)C. Product: [CH:15]1[C:11]2[C:5]3[CH:6]=[CH:7][CH:8]=[CH:9][C:10]=3[C:26](=[O:25])[NH:19][C:12]=2[O:13][CH:14]=1. The catalyst class is: 638.